This data is from Forward reaction prediction with 1.9M reactions from USPTO patents (1976-2016). The task is: Predict the product of the given reaction. Given the reactants [CH:1]1([C:4](Cl)=[O:5])[CH2:3][CH2:2]1.Cl.[NH2:8][CH2:9][C:10]1[CH:15]=[CH:14][C:13]([C:16]([N:18]2[CH2:27][C:26]3[CH:25]=[N:24][N:23]([CH3:28])[C:22]=3[NH:21][C:20]3[CH:29]=[C:30]([Cl:33])[CH:31]=[CH:32][C:19]2=3)=[O:17])=[CH:12][C:11]=1[Cl:34].CC1C=C2N=C3C(=NC(NC3=O)=O)N(C[C@H](O)[C@H](O)[C@H](O)COP([O-])(O)=O)C2=CC=1C.[Na+].CCN(C(C)C)C(C)C, predict the reaction product. The product is: [Cl:34][C:11]1[CH:12]=[C:13]([C:16]([N:18]2[CH2:27][C:26]3[CH:25]=[N:24][N:23]([CH3:28])[C:22]=3[NH:21][C:20]3[CH:29]=[C:30]([Cl:33])[CH:31]=[CH:32][C:19]2=3)=[O:17])[CH:14]=[CH:15][C:10]=1[CH2:9][NH:8][C:4]([CH:1]1[CH2:3][CH2:2]1)=[O:5].